This data is from Tyrosyl-DNA phosphodiesterase HTS with 341,365 compounds. The task is: Binary Classification. Given a drug SMILES string, predict its activity (active/inactive) in a high-throughput screening assay against a specified biological target. (1) The drug is Clc1cc(N(S(=O)(=O)C)CC(=O)NCCSCc2ccc(Cl)cc2)ccc1OC. The result is 0 (inactive). (2) The molecule is O=c1[nH]c(=O)n(c2nc(n(c12)Cc1cc(ccc1)C)NCC=C)C. The result is 0 (inactive). (3) The compound is Clc1c(NC(=O)CN(C(=O)C2CCN(CC2)C(=O)c2ccc(F)cc2)C)cccc1. The result is 0 (inactive). (4) The drug is Clc1ccc(N2N(C(C(C32c2c(c4c3cccc4)cccc2)C#N)C(OC)=O)C#N)cc1. The result is 0 (inactive).